This data is from Full USPTO retrosynthesis dataset with 1.9M reactions from patents (1976-2016). The task is: Predict the reactants needed to synthesize the given product. Given the product [Cl:23][C:24]1[CH:29]=[CH:28][C:27]([O:21][CH2:20][C:17]2[CH:18]=[CH:19][N:14]([C:11]3[CH:12]=[CH:13][C:6]4[N:5]=[C:4]([CH:1]5[CH2:2][CH2:3]5)[N:8]([CH3:9])[C:7]=4[CH:10]=3)[C:15](=[O:22])[CH:16]=2)=[CH:26][CH:25]=1, predict the reactants needed to synthesize it. The reactants are: [CH:1]1([C:4]2[N:8]([CH3:9])[C:7]3[CH:10]=[C:11]([N:14]4[CH:19]=[CH:18][C:17]([CH2:20][OH:21])=[CH:16][C:15]4=[O:22])[CH:12]=[CH:13][C:6]=3[N:5]=2)[CH2:3][CH2:2]1.[Cl:23][C:24]1[CH:29]=[CH:28][C:27](O)=[CH:26][CH:25]=1.C(P(CCCC)CCCC)CCC.N(C(N1CCCCC1)=O)=NC(N1CCCCC1)=O.